From a dataset of Forward reaction prediction with 1.9M reactions from USPTO patents (1976-2016). Predict the product of the given reaction. (1) Given the reactants [CH:1]1([NH:6][C:7]2[N:12]3[N:13]=[C:14]([C:28]4[CH:33]=[CH:32][C:31]([OH:34])=[CH:30][CH:29]=4)[C:15]([C:16]4[CH:21]=[CH:20][N:19]=[C:18]([NH:22][CH:23]5[CH2:27][CH2:26][CH2:25][CH2:24]5)[N:17]=4)=[C:11]3[CH:10]=[CH:9][CH:8]=2)[CH2:5][CH2:4][CH2:3][CH2:2]1.Br[CH2:36][C:37]([O:39][CH2:40][CH3:41])=[O:38].C(=O)([O-])[O-].[K+].[K+].O, predict the reaction product. The product is: [CH:1]1([NH:6][C:7]2[N:12]3[N:13]=[C:14]([C:28]4[CH:29]=[CH:30][C:31]([O:34][CH2:36][C:37]([O:39][CH2:40][CH3:41])=[O:38])=[CH:32][CH:33]=4)[C:15]([C:16]4[CH:21]=[CH:20][N:19]=[C:18]([NH:22][CH:23]5[CH2:24][CH2:25][CH2:26][CH2:27]5)[N:17]=4)=[C:11]3[CH:10]=[CH:9][CH:8]=2)[CH2:2][CH2:3][CH2:4][CH2:5]1. (2) Given the reactants [CH2:1]([O:8][C:9]1[CH:10]=[C:11]([CH2:33][OH:34])[CH:12]=[CH:13][C:14]=1[C:15]1[N:16]=[N:17][C:18]([N:21]([CH3:32])[CH:22]2[CH2:27][C:26]([CH3:29])([CH3:28])[NH:25][C:24]([CH3:31])([CH3:30])[CH2:23]2)=[CH:19][CH:20]=1)[C:2]1[CH:7]=[CH:6][CH:5]=[CH:4][CH:3]=1, predict the reaction product. The product is: [CH2:1]([O:8][C:9]1[CH:10]=[C:11]([CH:12]=[CH:13][C:14]=1[C:15]1[N:16]=[N:17][C:18]([N:21]([CH3:32])[CH:22]2[CH2:27][C:26]([CH3:28])([CH3:29])[NH:25][C:24]([CH3:31])([CH3:30])[CH2:23]2)=[CH:19][CH:20]=1)[CH:33]=[O:34])[C:2]1[CH:3]=[CH:4][CH:5]=[CH:6][CH:7]=1. (3) Given the reactants [Li].C([O:4][C:5]([C:7]1[CH:8]=[C:9]2[CH:15]=[CH:14][O:13][C:10]2=[N:11][CH:12]=1)=[O:6])C, predict the reaction product. The product is: [O:13]1[C:10]2=[N:11][CH:12]=[C:7]([C:5]([OH:6])=[O:4])[CH:8]=[C:9]2[CH:15]=[CH:14]1.